This data is from Experimentally validated miRNA-target interactions with 360,000+ pairs, plus equal number of negative samples. The task is: Binary Classification. Given a miRNA mature sequence and a target amino acid sequence, predict their likelihood of interaction. (1) The miRNA is hsa-miR-5703 with sequence AGGAGAAGUCGGGAAGGU. The protein sequence of the target gene is MEDGTPKHIIQMTGFKMEEKEALVKLLLKLDCTFIKSEKYKNCTHLIAERLCKSEKFLAACAAGKWILTKDYIIHSAKSGRWLDETTYEWGYKIEKDSRYSPQMQSAPKRWREELKRTGAPGAFHRWKVVLLVRTDKRSDSLIRVLEAGKANVILPKSSPSGITHVIASNARIKAEKEKDNFKAPFYPIQYLGDFLLEKEIQNDEDSQTNSVWTEHSNEETNKDFRKDAGFLEMKGALRETMYRTQKEMQNHEDVNVGSILIQHHKKEKFSGSSKDLKFVKMRNTFGSHTYENQKEIKKK.... Result: 1 (interaction). (2) The miRNA is mmu-miR-455-3p with sequence GCAGUCCACGGGCAUAUACAC. The protein sequence of the target gene is MEELSQALASSFSVSQDLNSTAAPHPRLSQYKSKYSSLEQSERRRRLLELQKSKRLDYVNHARRLAEDDWTGMESEEENKKDDEEMDIDTVKKLPKHYANQLMLSEWLIDVPSDLGQEWIVVVCPVGKRALIVASRGSTSAYTKSGYCVNRFSSLLPGGNRRNSTAKDYTILDCIYNEVNQTYYVLDVMCWRGHPFYDCQTDFRFYWMHSKLPEEEGLGEKTKLNPFKFVGLKNFPCTPESLCDVLSMDFPFEVDGLLFYHKQTHYSPGSTPLVGWLRPYMVSDVLGVAVPAGPLTTKPD.... Result: 0 (no interaction). (3) The miRNA is hsa-miR-620 with sequence AUGGAGAUAGAUAUAGAAAU. The protein sequence of the target gene is MASALNSKINPPGTCQGSKADGGAGWRMDCDPQMHVKMCKKIAQLTKVIYALNTRQDEAEASMEALREAHQEELQNAVAETKARLLQEQGCAEEEALLQRIQALESALELQKRLTEEALAESASCRLETKERELRVEAEHAERVLTLSREMLELKADYERRLQHLTSHEATPQGRLPQESPETKSEPGQGPEMQEVLLEVQRLRVENQQLSKDYARKAEELQATYERENEAIRQAMQQSVSQALWQWQEKESDLRKNFQVQESALQAQVRKLEGDLEHRGRKISDLKKYAQKLKERIQDL.... Result: 1 (interaction). (4) Result: 1 (interaction). The miRNA is hsa-miR-103a-3p with sequence AGCAGCAUUGUACAGGGCUAUGA. The protein sequence of the target gene is MGKRGSRSQSQLLNTLTKKQKKHLRDFGEEHPFYDRVSRKEAKPQICQLSESSDSSDSESDSESEPQQVSGYHRLLATLKNVSEEEEEDEEEEEEEDSIVDDAEMNDEDGGSDVSVEEEMAAESTESPENVALSADPEGKEDGEEPPGTSQTSPEEFTDAKHESLFSLETNFLEEESGDNSSLKASQDPFLQHVNKELKEKAIQAVATNPKTTHELKWPILGQLFFSSKFQKLETFKPPKDIDLKSLHLQKPLESTWTKTNSQFLSGPQKSSSPFTPLQKELFLIMNSYRDLFYPERTAL.... (5) Result: 0 (no interaction). The miRNA is hsa-miR-3682-5p with sequence CUACUUCUACCUGUGUUAUCAU. The protein sequence of the target gene is MSNQYQEEGCSERPECKSKSPTLLSSYCIDSILGRRSPCKMRLLGAAQSLPAPLTSRADPEKAVQGSPKSSSAPFEAELHLPPKLRRLYGPGGGRLLQGAAAAAAAAAAAAAAAATATAGPRGEAPPPPPPTARPGERPDGAGAAAAAAAAAAAAWDTLKISQAPQVSISRSKSYRENGAPFVPPPPALDELGGPGGVTHPEERLGVAGGPGSAPAAGGGTGTEDDEEELLEDEEDEDEEEELLEDDEEELLEDDARALLKEPRRCPVAATGAVAAAAAAAVATEGGELSPKEELLLHPE....